Dataset: Forward reaction prediction with 1.9M reactions from USPTO patents (1976-2016). Task: Predict the product of the given reaction. (1) Given the reactants [F:1][C:2]1[CH:22]=[CH:21][C:5]([CH2:6][CH:7]2[CH2:16][C:15]3[C:10](=[CH:11][CH:12]=[CH:13][CH:14]=3)[CH2:9][N:8]2[CH2:17][CH2:18][CH2:19][NH2:20])=[CH:4][CH:3]=1.C(=O)(OC1C=CC=CC=1[C:32]1[CH:37]=[CH:36][CH:35]=[C:34]([N:38]([CH3:40])[CH3:39])[CH:33]=1)N.C([N:44]([CH2:47]C)CC)C.[OH2:49], predict the reaction product. The product is: [CH3:40][N:38]([CH3:39])[C:34]1[CH:33]=[C:32]([NH:44][C:47]([NH:20][CH2:19][CH2:18][CH2:17][N:8]2[CH:7]([CH2:6][C:5]3[CH:21]=[CH:22][C:2]([F:1])=[CH:3][CH:4]=3)[CH2:16][C:15]3[C:10](=[CH:11][CH:12]=[CH:13][CH:14]=3)[CH2:9]2)=[O:49])[CH:37]=[CH:36][CH:35]=1. (2) Given the reactants [Li+].C[Si]([N-][Si](C)(C)C)(C)C.C1(P(C2CCCCC2)C2C=CC=CC=2C2C=CC=CC=2N(C)C)CCCCC1.[C:39]([O:42][C:43]([CH3:46])([CH3:45])[CH3:44])(=[O:41])[CH3:40].Cl[C:48]1[C:57]2[C:52](=[CH:53][CH:54]=[C:55]([F:58])[CH:56]=2)[CH:51]=[C:50]([Cl:59])[N:49]=1, predict the reaction product. The product is: [Cl:59][C:50]1[N:49]=[C:48]([CH2:40][C:39]([O:42][C:43]([CH3:46])([CH3:45])[CH3:44])=[O:41])[C:57]2[C:52]([CH:51]=1)=[CH:53][CH:54]=[C:55]([F:58])[CH:56]=2. (3) Given the reactants [CH3:1][O:2][C@H:3]1[C@@H:7]2[O:8][C:9]([CH3:12])([CH3:11])[O:10][C@@H:6]2[C@@H:5]([C:13]2[CH:17]=[N:16][NH:15][N:14]=2)[O:4]1.C(=O)([O-])[O-].[K+].[K+].I[CH2:25][CH3:26], predict the reaction product. The product is: [CH3:1][O:2][C@H:3]1[C@@H:7]2[O:8][C:9]([CH3:12])([CH3:11])[O:10][C@@H:6]2[C@@H:5]([C:13]2[CH:17]=[N:16][N:15]([CH2:25][CH3:26])[N:14]=2)[O:4]1.